Dataset: Forward reaction prediction with 1.9M reactions from USPTO patents (1976-2016). Task: Predict the product of the given reaction. (1) Given the reactants [CH3:1][O:2][C:3]1[CH:8]=[CH:7][C:6]([C:9]2[CH:17]=[CH:16][CH:15]=[C:14]3[C:10]=2[C:11]([CH:18]=O)=[CH:12][NH:13]3)=[CH:5][CH:4]=1.[OH:20][C:21]1[C:26]2[C:27](=[O:30])[CH2:28][O:29][C:25]=2[CH:24]=[C:23]([OH:31])[CH:22]=1, predict the reaction product. The product is: [OH:20][C:21]1[C:26]2[C:27](=[O:30])/[C:28](=[CH:18]/[C:11]3[C:10]4[C:14](=[CH:15][CH:16]=[CH:17][C:9]=4[C:6]4[CH:5]=[CH:4][C:3]([O:2][CH3:1])=[CH:8][CH:7]=4)[NH:13][CH:12]=3)/[O:29][C:25]=2[CH:24]=[C:23]([OH:31])[CH:22]=1. (2) Given the reactants Cl[C:2]1[C:3]2[C:4](=[CH:18][N:19](CC3C=CC(OC)=CC=3)[N:20]=2)[N:5]=[C:6]([C:8]2[CH:13]=[CH:12][CH:11]=[C:10]([S:14]([CH3:17])(=[O:16])=[O:15])[CH:9]=2)[N:7]=1.[NH2:30][C:31]1[CH:40]=[C:39]2[C:34]([CH2:35][CH2:36][C:37](=[O:41])[NH:38]2)=[CH:33][CH:32]=1.Cl, predict the reaction product. The product is: [CH3:17][S:14]([C:10]1[CH:9]=[C:8]([C:6]2[N:7]=[C:2]([NH:30][C:31]3[CH:40]=[C:39]4[C:34]([CH2:35][CH2:36][C:37](=[O:41])[NH:38]4)=[CH:33][CH:32]=3)[C:3]3[NH:20][N:19]=[CH:18][C:4]=3[N:5]=2)[CH:13]=[CH:12][CH:11]=1)(=[O:16])=[O:15]. (3) Given the reactants C([O:6][CH2:7][C@H:8]1[O:12][N:11]=[C:10]([C:13]2[CH:18]=[CH:17][C:16]([Br:19])=[CH:15][N:14]=2)[CH2:9]1)(=O)CCC.[OH-].[Na+].Cl, predict the reaction product. The product is: [Br:19][C:16]1[CH:17]=[CH:18][C:13]([C:10]2[CH2:9][C@@H:8]([CH2:7][OH:6])[O:12][N:11]=2)=[N:14][CH:15]=1. (4) The product is: [C:7]([N:10]1[C:18]2[C:13](=[CH:14][CH:15]=[CH:16][CH:17]=2)[C:12](=[O:19])[CH2:11]1)(=[O:9])[CH3:8]. Given the reactants S([O-])([O-])=O.[Na+].[Na+].[C:7]([N:10]1[C:18]2[C:13](=[CH:14][CH:15]=[CH:16][CH:17]=2)[C:12]([O:19]C(=O)C)=[CH:11]1)(=[O:9])[CH3:8], predict the reaction product. (5) Given the reactants [Li]CCCC.[Cl:6][C:7]1[CH:12]=[C:11]([F:13])[CH:10]=[C:9]([Cl:14])[C:8]=1[S:15][CH2:16][CH3:17].[C:18](=[O:20])=[O:19].[OH-].[Na+], predict the reaction product. The product is: [Cl:14][C:9]1[C:8]([S:15][CH2:16][CH3:17])=[C:7]([Cl:6])[CH:12]=[C:11]([F:13])[C:10]=1[C:18]([OH:20])=[O:19].